Dataset: Cav3 T-type calcium channel HTS with 100,875 compounds. Task: Binary Classification. Given a drug SMILES string, predict its activity (active/inactive) in a high-throughput screening assay against a specified biological target. (1) The compound is FC(F)(F)c1cc2nc(n(CCCn3c4c(nc3c3ccccc3)cc(cc4)C(O)=O)c2cc1)c1ccc(OC)cc1. The result is 0 (inactive). (2) The drug is Clc1c(C2N=c3n([nH]c(n3)N)C(C2)c2ccc(cc2)CC)cccc1. The result is 0 (inactive). (3) The compound is Clc1ccc(S(=O)(=O)NCC(=O)N(Cc2occc2)CC(=O)NCc2ccc(F)cc2)cc1. The result is 0 (inactive). (4) The compound is S(c1nc(N(CC)CC)nc(N(CC)CC)n1)CC(O)=O. The result is 0 (inactive). (5) The drug is s1c(NC(=O)CN2CCOCC2)nnc1CC. The result is 0 (inactive). (6) The compound is o1c2c(n(CC(OC(C)C)=O)c1=O)cc(cc2)C. The result is 0 (inactive). (7) The drug is S(=O)(=O)(N(CC(=O)N1CCOCC1)Cc1ccccc1)c1c(OC)ccc(c1)C. The result is 0 (inactive). (8) The molecule is O(Cc1n(\N=C\c2occc2)c(=O)c2c(n1)cccc2)c1c(cccc1)C. The result is 0 (inactive).